This data is from Forward reaction prediction with 1.9M reactions from USPTO patents (1976-2016). The task is: Predict the product of the given reaction. Given the reactants Cl[CH2:2][C:3]1[CH:22]=[CH:21][C:6]([O:7][CH2:8][C:9]2[N:10]=[C:11]([C:15]3[CH:20]=[CH:19][CH:18]=[CH:17][CH:16]=3)[O:12][C:13]=2[CH3:14])=[CH:5][CH:4]=1.[CH2:23]([O:25][C:26]1[CH:27]=[CH:28][C:29]([OH:39])=[C:30]([CH2:32][CH2:33][C:34]([O:36][CH2:37][CH3:38])=[O:35])[CH:31]=1)[CH3:24].C(=O)([O-])[O-].[K+].[K+].CN(C)C=O, predict the reaction product. The product is: [CH2:23]([O:25][C:26]1[CH:27]=[CH:28][C:29]([O:39][CH2:2][C:3]2[CH:22]=[CH:21][C:6]([O:7][CH2:8][C:9]3[N:10]=[C:11]([C:15]4[CH:20]=[CH:19][CH:18]=[CH:17][CH:16]=4)[O:12][C:13]=3[CH3:14])=[CH:5][CH:4]=2)=[C:30]([CH2:32][CH2:33][C:34]([O:36][CH2:37][CH3:38])=[O:35])[CH:31]=1)[CH3:24].